This data is from hERG potassium channel inhibition data for cardiac toxicity prediction from Karim et al.. The task is: Regression/Classification. Given a drug SMILES string, predict its toxicity properties. Task type varies by dataset: regression for continuous values (e.g., LD50, hERG inhibition percentage) or binary classification for toxic/non-toxic outcomes (e.g., AMES mutagenicity, cardiotoxicity, hepatotoxicity). Dataset: herg_karim. (1) The molecule is O=C1CCc2ccccc2N1CCCN1CCC(c2ccc3[nH]ccc3c2)CC1. The result is 1 (blocker). (2) The drug is CC(C)C(=O)Nc1ncc(-c2cc(C(F)F)nn2-c2c(Cl)cccc2Cl)s1. The result is 0 (non-blocker). (3) The compound is CCC(CC)N(C(=O)c1cccc(Cl)c1Cl)C1CCNC1. The result is 1 (blocker). (4) The result is 0 (non-blocker). The drug is c1ccc(Cn2cc(NCCN3CCCCC3)nn2)cc1. (5) The molecule is COc1cc2ncn(-c3cc(OCc4ccccc4S(C)(=O)=O)c(C#N)s3)c2cc1OC. The result is 0 (non-blocker).